Dataset: Forward reaction prediction with 1.9M reactions from USPTO patents (1976-2016). Task: Predict the product of the given reaction. (1) Given the reactants [CH3:1][NH:2][CH2:3][CH2:4][C:5]#[N:6].C(N(CC)CC)C.[Cl:14][CH2:15][C:16](Cl)=[O:17], predict the reaction product. The product is: [Cl:14][CH2:15][C:16]([N:2]([CH2:3][CH2:4][C:5]#[N:6])[CH3:1])=[O:17]. (2) Given the reactants [S:1]1[CH:5]=[CH:4][CH:3]=[C:2]1[CH:6]=O.[CH3:8][O:9][CH2:10][CH2:11][NH2:12].[C:13]1(=[O:24])[O:19][C:17](=O)[C:16]2=[CH:20][CH:21]=[CH:22][CH:23]=[C:15]2[CH2:14]1.[O:25]([C:32]1[N:37]=[CH:36][C:35]([NH2:38])=[CH:34][CH:33]=1)[C:26]1[CH:31]=[CH:30][CH:29]=[CH:28][CH:27]=1, predict the reaction product. The product is: [CH3:8][O:9][CH2:10][CH2:11][N:12]1[CH:6]([C:2]2[S:1][CH:5]=[CH:4][CH:3]=2)[CH:14]([C:13]([NH:38][C:35]2[CH:36]=[N:37][C:32]([O:25][C:26]3[CH:31]=[CH:30][CH:29]=[CH:28][CH:27]=3)=[CH:33][CH:34]=2)=[O:24])[C:15]2[C:16](=[CH:20][CH:21]=[CH:22][CH:23]=2)[C:17]1=[O:19]. (3) The product is: [CH2:1]([O:7][C:8]([NH:10][C@@H:11]([C:15]([CH3:18])([CH3:17])[CH3:16])[C:12]([N:57]1[CH2:58][C@:54]([O:53][CH3:52])([C:63]2[CH:72]=[CH:71][C:70]3[C:65](=[CH:66][C:67]([CH:73]=[CH2:74])=[CH:68][CH:69]=3)[CH:64]=2)[CH2:55][C@H:56]1[C:59]([O:61][CH3:62])=[O:60])=[O:14])=[O:9])[CH2:2][CH2:3][CH2:4][CH:5]=[CH2:6]. Given the reactants [CH2:1]([O:7][C:8]([NH:10][C@@H:11]([C:15]([CH3:18])([CH3:17])[CH3:16])[C:12]([OH:14])=O)=[O:9])[CH2:2][CH2:3][CH2:4][CH:5]=[CH2:6].CCN(C(C)C)C(C)C.CN(C(ON1N=NC2C=CC=NC1=2)=[N+](C)C)C.F[P-](F)(F)(F)(F)F.[CH3:52][O:53][C@:54]1([C:63]2[CH:72]=[CH:71][C:70]3[C:65](=[CH:66][C:67]([CH:73]=[CH2:74])=[CH:68][CH:69]=3)[CH:64]=2)[CH2:58][NH:57][C@H:56]([C:59]([O:61][CH3:62])=[O:60])[CH2:55]1, predict the reaction product.